From a dataset of Reaction yield outcomes from USPTO patents with 853,638 reactions. Predict the reaction yield, written as a fraction of the theoretical maximum amount of product (1.0 means a 100% yield; for example, 0.34 means a 34% yield). (1) The reactants are [Cl:1][CH2:2][CH2:3][CH2:4][O:5][C:6]1[CH:11]=[CH:10][C:9]([C:12]2[S:13][C:14]3[CH2:19][CH:18]([C:20]([O:22]C)=[O:21])[CH2:17][C:15]=3[N:16]=2)=[CH:8][CH:7]=1.O.[OH-].[Li+]. The catalyst is O1CCCC1.O. The product is [Cl:1][CH2:2][CH2:3][CH2:4][O:5][C:6]1[CH:7]=[CH:8][C:9]([C:12]2[S:13][C:14]3[CH2:19][CH:18]([C:20]([OH:22])=[O:21])[CH2:17][C:15]=3[N:16]=2)=[CH:10][CH:11]=1. The yield is 0.930. (2) The yield is 0.160. The reactants are [N+]([O-])(O)=O.[N+]([O-])(O)=O.[CH3:9][O:10][C:11]1[CH:12]=[C:13]([NH:23][C:24]([NH2:26])=[NH:25])[CH:14]=[CH:15][C:16]=1[N:17]1[CH:21]=[C:20]([CH3:22])[N:19]=[CH:18]1.[Cl:27][C:28]1[CH:33]=[CH:32][C:31]([C:34](=O)[C:35]#[C:36][CH2:37][CH2:38][CH2:39][CH3:40])=[CH:30][CH:29]=1.C[O-].[Na+].O. The product is [CH2:37]([C:36]1[CH:35]=[C:34]([C:31]2[CH:30]=[CH:29][C:28]([Cl:27])=[CH:33][CH:32]=2)[N:26]=[C:24]([NH:23][C:13]2[CH:14]=[CH:15][C:16]([N:17]3[CH:21]=[C:20]([CH3:22])[N:19]=[CH:18]3)=[C:11]([O:10][CH3:9])[CH:12]=2)[N:25]=1)[CH2:38][CH2:39][CH3:40]. The catalyst is C(#N)C. (3) The reactants are [F:1][C:2]1[CH:11]=[CH:10][C:9]([NH:12][C:13]([O:15][CH2:16][CH:17]=[CH2:18])=[O:14])=[CH:8][C:3]=1[C:4]([O:6]C)=O.[Cl:19][C:20]1[N:25]=[C:24]([CH3:26])[CH:23]=[CH:22][N:21]=1. No catalyst specified. The product is [Cl:19][C:20]1[N:25]=[C:24]([CH2:26][C:4]([C:3]2[CH:8]=[C:9]([NH:12][C:13](=[O:14])[O:15][CH2:16][CH:17]=[CH2:18])[CH:10]=[CH:11][C:2]=2[F:1])=[O:6])[CH:23]=[CH:22][N:21]=1. The yield is 0.699. (4) The reactants are [F:1][C:2]1[CH:3]=[C:4]([CH:8]=[C:9]([F:12])[C:10]=1[F:11])[C:5]([OH:7])=[O:6].C(=O)(O[C:15]([CH3:18])([CH3:17])[CH3:16])O[C:15]([CH3:18])([CH3:17])[CH3:16]. The catalyst is CN(C)C1C=CN=CC=1.CC(O)(C)C. The product is [C:15]([O:6][C:5](=[O:7])[C:4]1[CH:3]=[C:2]([F:1])[C:10]([F:11])=[C:9]([F:12])[CH:8]=1)([CH3:18])([CH3:17])[CH3:16]. The yield is 1.00.